Dataset: Reaction yield outcomes from USPTO patents with 853,638 reactions. Task: Predict the reaction yield, written as a fraction of the theoretical maximum amount of product (1.0 means a 100% yield; for example, 0.34 means a 34% yield). (1) The catalyst is C(#N)C. The reactants are [CH3:1][C@H:2]1[CH2:7][NH:6][C@H:5]([CH3:8])[CH2:4][N:3]1[C:9]([O:11][CH2:12][CH3:13])=[O:10].[CH2:14](Br)[CH:15]=[CH2:16].C(=O)([O-])[O-].[Na+].[Na+]. The product is [CH2:16]([N:6]1[C@H:5]([CH3:8])[CH2:4][N:3]([C:9]([O:11][CH2:12][CH3:13])=[O:10])[C@@H:2]([CH3:1])[CH2:7]1)[CH:15]=[CH2:14]. The yield is 0.810. (2) The product is [OH:6][C@H:3]1[CH2:4][CH2:5][N:1]([C:10](=[O:11])[CH2:9][C:8](=[O:12])[CH3:7])[CH2:2]1. The catalyst is O1CCCC1. The reactants are [NH:1]1[CH2:5][CH2:4][C@H:3]([OH:6])[CH2:2]1.[CH2:7]=[C:8]1[O:12][C:10](=[O:11])[CH2:9]1. The yield is 0.770.